From a dataset of Forward reaction prediction with 1.9M reactions from USPTO patents (1976-2016). Predict the product of the given reaction. (1) Given the reactants [CH2:1]1[C:6]2[C:7]([OH:33])=[CH:8][C:9]([OH:32])=[C:10]([C@@H:1]3[C:6]4[C:5](=[CH:10][C:9]([OH:32])=[CH:8][C:7]=4[OH:33])[O:4][C@H:3]([C:34]4[CH:39]=[CH:38][C:37]([OH:40])=[C:36]([OH:41])[CH:35]=4)[C@H:2]3[OH:42])[C:5]=2[O:4][C@H:3]([C:34]2[CH:39]=[CH:38][C:37]([OH:40])=[C:36]([OH:41])[CH:35]=2)[C@@H:2]1[OH:42].CO, predict the reaction product. The product is: [CH:39]1[C:34]([C@H:3]2[O:4][C:5]3[CH:10]=[C:9]([OH:32])[CH:8]=[C:7]([OH:33])[C:6]=3[CH2:1][C@H:2]2[OH:42])=[CH:35][C:36]([OH:41])=[C:37]([OH:40])[CH:38]=1. (2) Given the reactants [F:1][C:2]1[CH:7]=[C:6]([F:8])[CH:5]=[CH:4][C:3]=1[CH:9](O)[C:10]1([NH:13][C:14](=[O:16])[CH3:15])[CH2:12][CH2:11]1.C(=O)(O)[O-].[Na+], predict the reaction product. The product is: [F:1][C:2]1[CH:7]=[C:6]([F:8])[CH:5]=[CH:4][C:3]=1[C:9]1[CH2:11][CH2:12][C:10]=1[NH:13][C:14](=[O:16])[CH3:15]. (3) Given the reactants [C:1]1([C@H:7]2[C@@H:11]([C:12]3[CH:17]=[CH:16][CH:15]=[CH:14][CH:13]=3)[N:10]([C:18]([O:20][C:21]([CH3:24])([CH3:23])[CH3:22])=[O:19])[C:9](SC)=[N:8]2)[CH:6]=[CH:5][CH:4]=[CH:3][CH:2]=1.[F:27][C:28]1[CH:29]=[C:30]([CH:33]=[C:34]([F:36])[CH:35]=1)[CH2:31][NH2:32], predict the reaction product. The product is: [C:21]([O:20][C:18]([N:10]1[C@H:11]([C:12]2[CH:17]=[CH:16][CH:15]=[CH:14][CH:13]=2)[C@H:7]([C:1]2[CH:6]=[CH:5][CH:4]=[CH:3][CH:2]=2)[N:8]=[C:9]1[NH:32][CH2:31][C:30]1[CH:29]=[C:28]([F:27])[CH:35]=[C:34]([F:36])[CH:33]=1)=[O:19])([CH3:24])([CH3:23])[CH3:22]. (4) Given the reactants [Br:1][C:2]1[CH:10]=[CH:9][C:8]([F:11])=[C:7]2[C:3]=1[CH2:4][CH2:5][C:6]2=[O:12].C(O)=O.C(N[C@H](C(O)=O)CS)(=O)C.Cl, predict the reaction product. The product is: [Br:1][C:2]1[CH:10]=[CH:9][C:8]([F:11])=[C:7]2[C:3]=1[CH2:4][CH2:5][C@@H:6]2[OH:12]. (5) The product is: [Cl:3][C:4]1[N:13]=[C:12]([OH:1])[C:11]2[C:6](=[C:7]([CH3:17])[C:8]([O:15][CH3:16])=[CH:9][CH:10]=2)[N:5]=1. Given the reactants [OH-:1].[Na+].[Cl:3][C:4]1[N:13]=[C:12](Cl)[C:11]2[C:6](=[C:7]([CH3:17])[C:8]([O:15][CH3:16])=[CH:9][CH:10]=2)[N:5]=1, predict the reaction product. (6) Given the reactants [CH:1]([C:3]1[CH:4]=[C:5]([F:14])[C:6]2[O:11][CH2:10][C:9](=[O:12])[NH:8][C:7]=2[CH:13]=1)=C.I([O-])(=O)(=O)=[O:16].[Na+], predict the reaction product. The product is: [F:14][C:5]1[C:6]2[O:11][CH2:10][C:9](=[O:12])[NH:8][C:7]=2[CH:13]=[C:3]([CH:1]=[O:16])[CH:4]=1. (7) Given the reactants [O:1]=[C:2]([NH:9][C:10]1[CH:15]=[CH:14][CH:13]=[C:12]([C:16]([F:19])([F:18])[F:17])[CH:11]=1)[CH2:3][C:4]([O:6]CC)=[O:5].C[O-].[Na+].CO[CH:25]=[CH:26][C:27](=O)[CH3:28].[OH-].[Na+], predict the reaction product. The product is: [CH3:25][C:26]1[N:9]([C:10]2[CH:15]=[CH:14][CH:13]=[C:12]([C:16]([F:17])([F:18])[F:19])[CH:11]=2)[C:2](=[O:1])[C:3]([C:4]([OH:6])=[O:5])=[CH:28][CH:27]=1. (8) Given the reactants CO[C:3]([C:5]1[CH:14]=[CH:13][C:8]2[NH:9][C:10](=[S:12])[NH:11][C:7]=2[CH:6]=1)=[O:4].Br[CH:16](Br)[CH3:17].Cl.[OH-].[Na+], predict the reaction product. The product is: [S:12]1[CH2:17][CH2:16][N:9]2[C:8]3[CH:13]=[CH:14][C:5]([CH2:3][OH:4])=[CH:6][C:7]=3[N:11]=[C:10]12. (9) Given the reactants [CH3:1][O:2][C:3]1[CH:8]=[CH:7][C:6]([NH2:9])=[CH:5][C:4]=1[C:10]([F:13])([F:12])[F:11].Cl.N([O-])=O.[Na+].C([O-])(=O)C.[Na+].[C:24]([O:30][CH2:31][CH3:32])(=[O:29])[CH2:25][C:26]([CH3:28])=O.[OH-].[K+].C(Cl)(=O)C, predict the reaction product. The product is: [CH2:31]([O:30][C:24]([C:25]1[NH:9][C:6]2[C:7]([C:26]=1[CH3:28])=[CH:8][C:3]([O:2][CH3:1])=[C:4]([C:10]([F:11])([F:12])[F:13])[CH:5]=2)=[O:29])[CH3:32].